This data is from Catalyst prediction with 721,799 reactions and 888 catalyst types from USPTO. The task is: Predict which catalyst facilitates the given reaction. (1) Reactant: [CH3:1][O:2][C:3]1[CH:8]=[C:7]([I:9])[CH:6]=[C:5]([O:10][CH3:11])[C:4]=1[OH:12].C(=O)([O-])[O-].[K+].[K+].[CH:19](I)([CH3:21])[CH3:20]. Product: [CH3:11][O:10][C:5]1[CH:6]=[C:7]([I:9])[CH:8]=[C:3]([O:2][CH3:1])[C:4]=1[O:12][CH:19]([CH3:21])[CH3:20]. The catalyst class is: 3. (2) Reactant: [NH2:1][C:2]1[N:6]([CH3:7])[NH:5][C:4](=[O:8])[C:3]=1[O:9][C:10]1[CH:15]=[CH:14][CH:13]=[CH:12][C:11]=1[O:16][CH3:17].[C:18](=O)([O-])[O-].[Cs+].[Cs+].IC. Product: [CH3:18][O:8][C:4]1[C:3]([O:9][C:10]2[CH:15]=[CH:14][CH:13]=[CH:12][C:11]=2[O:16][CH3:17])=[C:2]([NH2:1])[N:6]([CH3:7])[N:5]=1. The catalyst class is: 9.